Task: Predict the product of the given reaction.. Dataset: Forward reaction prediction with 1.9M reactions from USPTO patents (1976-2016) (1) Given the reactants [C:1]([O:4][CH2:5][C@@H:6]1[C@@H:13]2[C@@H:9]([O:10][C:11]([CH3:15])([CH3:14])[O:12]2)[C@H:8]([N:16]2[CH:24]=[N:23][C:22]3[C:17]2=[N:18][CH:19]=[N:20][C:21]=3[NH2:25])[O:7]1)(=[O:3])[CH3:2].[C:26]1([N:32]=[C:33]=[O:34])[CH:31]=[CH:30][CH:29]=[CH:28][CH:27]=1, predict the reaction product. The product is: [C:1]([O:4][CH2:5][C@@H:6]1[C@@H:13]2[C@@H:9]([O:10][C:11]([CH3:15])([CH3:14])[O:12]2)[C@H:8]([N:16]2[CH:24]=[N:23][C:22]3[C:17]2=[N:18][CH:19]=[N:20][C:21]=3[NH:25][C:33]([NH:32][C:26]2[CH:31]=[CH:30][CH:29]=[CH:28][CH:27]=2)=[O:34])[O:7]1)(=[O:3])[CH3:2]. (2) Given the reactants [C:1]1([C:7]([NH2:10])([CH3:9])[CH3:8])[CH:6]=[CH:5][CH:4]=[CH:3][CH:2]=1.C(N(C(C)C)CC)(C)C.[N+:20]([C:23]1[CH:24]=[N:25][CH:26]=[CH:27][C:28]=1[C:29]1[CH:30]=[C:31]([CH:35]=[CH:36][CH:37]=1)[C:32](O)=[O:33])([O-:22])=[O:21].CN(C(ON1N=NC2C=CC=NC1=2)=[N+](C)C)C.F[P-](F)(F)(F)(F)F, predict the reaction product. The product is: [N+:20]([C:23]1[CH:24]=[N:25][CH:26]=[CH:27][C:28]=1[C:29]1[CH:30]=[C:31]([CH:35]=[CH:36][CH:37]=1)[C:32]([NH:10][C:7]([C:1]1[CH:6]=[CH:5][CH:4]=[CH:3][CH:2]=1)([CH3:9])[CH3:8])=[O:33])([O-:22])=[O:21]. (3) Given the reactants Br[C:2]1[CH:3]=[C:4]([C:15]([F:18])([F:17])[F:16])[C:5]([O:8][C@@H:9]([CH3:14])[C:10]([F:13])([F:12])[F:11])=[N:6][CH:7]=1.[CH:19]1C=CC(P(C2C=CC=CC=2)CCCP(C2C=CC=CC=2)C2C=CC=CC=2)=CC=1.[OH2:48].[CH3:49][OH:50], predict the reaction product. The product is: [F:16][C:15]([F:18])([F:17])[C:4]1[C:5]([O:8][C@@H:9]([CH3:14])[C:10]([F:13])([F:12])[F:11])=[N:6][CH:7]=[C:2]([CH:3]=1)[C:49]([O:50][CH3:19])=[O:48]. (4) Given the reactants C([O:3][C:4]([C:6]1[NH:7][C:8]2[C:13]([CH:14]=1)=[CH:12][C:11]([CH3:15])=[CH:10][CH:9]=2)=[O:5])C.Br[CH2:17][C:18]1[C:19]2[CH:26]=[C:25]([F:27])[CH:24]=[CH:23][C:20]=2[S:21][CH:22]=1, predict the reaction product. The product is: [F:27][C:25]1[CH:24]=[CH:23][C:20]2[S:21][CH:22]=[C:18]([CH2:17][N:7]3[C:8]4[C:13](=[CH:12][C:11]([CH3:15])=[CH:10][CH:9]=4)[CH:14]=[C:6]3[C:4]([OH:3])=[O:5])[C:19]=2[CH:26]=1. (5) Given the reactants [F:1][C:2]1[CH:10]=[CH:9][CH:8]=[CH:7][C:3]=1[CH2:4][CH2:5][OH:6].[Cr](Cl)([O-])(=O)=O.[NH+]1C=CC=CC=1, predict the reaction product. The product is: [F:1][C:2]1[CH:10]=[CH:9][CH:8]=[CH:7][C:3]=1[CH2:4][CH:5]=[O:6]. (6) Given the reactants FC(F)(F)S(O)(=O)=O.[Br:9][C:10]1[CH:17]=[CH:16][C:13]([C:14]#[N:15])=[CH:12][CH:11]=1.[OH-].[Na+], predict the reaction product. The product is: [Br:9][C:10]1[CH:17]=[CH:16][C:13]([C:14]2[N:15]=[C:14]([C:13]3[CH:16]=[CH:17][C:10]([Br:9])=[CH:11][CH:12]=3)[N:15]=[C:14]([C:13]3[CH:16]=[CH:17][C:10]([Br:9])=[CH:11][CH:12]=3)[N:15]=2)=[CH:12][CH:11]=1. (7) Given the reactants [F:1][C:2]1[CH:3]=[CH:4][C:5]2[N:9]=[C:8]([SH:10])[NH:7][C:6]=2[C:11]=1[F:12].[H-].[Na+].[N+]([C:18]1[O:22][C:21]([CH:23]=[O:24])=[CH:20][CH:19]=1)([O-])=O, predict the reaction product. The product is: [F:1][C:2]1[CH:3]=[CH:4][C:5]2[N:9]=[C:8]([S:10][C:18]3[O:22][C:21]([CH:23]=[O:24])=[CH:20][CH:19]=3)[NH:7][C:6]=2[C:11]=1[F:12].